This data is from Forward reaction prediction with 1.9M reactions from USPTO patents (1976-2016). The task is: Predict the product of the given reaction. (1) Given the reactants C(=O)([O-])[O-].[K+].[K+].F[C:8]1[CH:15]=[CH:14][C:11]([C:12]#[N:13])=[C:10]([C:16]([F:19])([F:18])[F:17])[CH:9]=1.[O:20]=[S:21]1(=[O:40])[CH2:26][CH2:25][N:24]2[CH:27]3[CH2:32][CH2:31][C:30]([C:33]4[CH:38]=[CH:37][C:36]([OH:39])=[CH:35][CH:34]=4)([C:23]2=[N:22]1)[CH2:29][CH2:28]3.CS(C)=O, predict the reaction product. The product is: [O:40]=[S:21]1(=[O:20])[CH2:26][CH2:25][N:24]2[CH:27]3[CH2:32][CH2:31][C:30]([C:33]4[CH:38]=[CH:37][C:36]([O:39][C:8]5[CH:15]=[CH:14][C:11]([C:12]#[N:13])=[C:10]([C:16]([F:19])([F:18])[F:17])[CH:9]=5)=[CH:35][CH:34]=4)([C:23]2=[N:22]1)[CH2:29][CH2:28]3. (2) Given the reactants O1C[CH2:4][CH2:3][CH2:2]1.[H-].[K+].[Cl:8][C:9]1[CH:14]=[CH:13][C:12]([CH2:15][C:16]([O:18]CC)=[O:17])=[CH:11][CH:10]=1.Br[CH2:22][C:23]#C, predict the reaction product. The product is: [CH2:22]([C:15]([C:12]1[CH:11]=[CH:10][C:9]([Cl:8])=[CH:14][CH:13]=1)([CH2:4][C:3]#[CH:2])[C:16]([OH:18])=[O:17])[CH3:23]. (3) Given the reactants [OH:1][C:2]1[CH:12]=[CH:11][C:5]([C:6]([O:8][CH2:9][CH3:10])=[O:7])=[CH:4][CH:3]=1.O[CH:14]1[CH2:17][N:16](C(OC(C)(C)C)=O)[CH2:15]1.C1C=CC(P(C2C=CC=CC=2)C2C=CC=CC=2)=CC=1.CC(OC(/N=N/C(OC(C)C)=O)=O)C, predict the reaction product. The product is: [NH:16]1[CH2:17][CH:14]([O:1][C:2]2[CH:3]=[CH:4][C:5]([C:6]([O:8][CH2:9][CH3:10])=[O:7])=[CH:11][CH:12]=2)[CH2:15]1. (4) The product is: [Br:17][C:18]1[CH:25]=[C:24]([CH:11]2[C:3]3[C:4](=[CH:6][C:7]([Cl:9])=[CH:8][C:2]=3[Cl:1])[NH:5][CH:12]([C:13]([OH:15])=[O:14])[CH2:10]2)[CH:23]=[CH:20][CH:19]=1. Given the reactants [Cl:1][C:2]1[CH:3]=[C:4]([CH:6]=[C:7]([Cl:9])[CH:8]=1)[NH2:5].[CH2:10]([C:12](=O)[C:13]([O-:15])=[O:14])[CH3:11].[Br:17][C:18]1[CH:19]=[C:20]([CH:23]=[CH:24][CH:25]=1)C=C.FC(F)(F)C(O)=O.[OH-].[Na+], predict the reaction product. (5) Given the reactants [Cl:1][C:2]1[CH:7]=[CH:6][C:5]([C:8]2[N:9]([C:17]3[CH:22]=[CH:21][C:20]([S:23](C)(=[O:25])=[O:24])=[CH:19][CH:18]=3)[CH:10]=[C:11]([C:13]([F:16])([F:15])[F:14])[N:12]=2)=[CH:4][CH:3]=1.C([Mg]Cl)CCC.C(B(CC)CC)C.C([O-])(=O)C.[Na+].[NH2:45]OS(O)(=O)=O, predict the reaction product. The product is: [Cl:1][C:2]1[CH:7]=[CH:6][C:5]([C:8]2[N:9]([C:17]3[CH:22]=[CH:21][C:20]([S:23]([NH2:45])(=[O:25])=[O:24])=[CH:19][CH:18]=3)[CH:10]=[C:11]([C:13]([F:16])([F:15])[F:14])[N:12]=2)=[CH:4][CH:3]=1.